The task is: Regression. Given two drug SMILES strings and cell line genomic features, predict the synergy score measuring deviation from expected non-interaction effect.. This data is from NCI-60 drug combinations with 297,098 pairs across 59 cell lines. (1) Drug 1: C1CCC(C1)C(CC#N)N2C=C(C=N2)C3=C4C=CNC4=NC=N3. Drug 2: COC1=CC(=CC(=C1O)OC)C2C3C(COC3=O)C(C4=CC5=C(C=C24)OCO5)OC6C(C(C7C(O6)COC(O7)C8=CC=CS8)O)O. Cell line: MDA-MB-231. Synergy scores: CSS=34.4, Synergy_ZIP=-7.85, Synergy_Bliss=-2.42, Synergy_Loewe=-15.5, Synergy_HSA=-0.666. (2) Drug 1: CC1=CC2C(CCC3(C2CCC3(C(=O)C)OC(=O)C)C)C4(C1=CC(=O)CC4)C. Drug 2: C1=CC=C(C(=C1)C(C2=CC=C(C=C2)Cl)C(Cl)Cl)Cl. Cell line: MCF7. Synergy scores: CSS=-5.23, Synergy_ZIP=5.47, Synergy_Bliss=1.92, Synergy_Loewe=-8.12, Synergy_HSA=-9.07. (3) Drug 1: C1=CC(=CC=C1CC(C(=O)O)N)N(CCCl)CCCl.Cl. Drug 2: CC1=C(C=C(C=C1)NC(=O)C2=CC=C(C=C2)CN3CCN(CC3)C)NC4=NC=CC(=N4)C5=CN=CC=C5. Cell line: HCC-2998. Synergy scores: CSS=9.42, Synergy_ZIP=-0.256, Synergy_Bliss=1.35, Synergy_Loewe=-7.07, Synergy_HSA=-4.47. (4) Drug 1: CC12CCC3C(C1CCC2=O)CC(=C)C4=CC(=O)C=CC34C. Drug 2: CC1=C2C(C(=O)C3(C(CC4C(C3C(C(C2(C)C)(CC1OC(=O)C(C(C5=CC=CC=C5)NC(=O)OC(C)(C)C)O)O)OC(=O)C6=CC=CC=C6)(CO4)OC(=O)C)O)C)O. Cell line: U251. Synergy scores: CSS=79.5, Synergy_ZIP=-3.41, Synergy_Bliss=-4.95, Synergy_Loewe=-3.47, Synergy_HSA=-2.55. (5) Drug 1: CC(CN1CC(=O)NC(=O)C1)N2CC(=O)NC(=O)C2. Drug 2: C1=CC=C(C=C1)NC(=O)CCCCCCC(=O)NO. Cell line: SNB-75. Synergy scores: CSS=13.2, Synergy_ZIP=-2.99, Synergy_Bliss=1.88, Synergy_Loewe=-23.7, Synergy_HSA=2.81. (6) Drug 1: CNC(=O)C1=NC=CC(=C1)OC2=CC=C(C=C2)NC(=O)NC3=CC(=C(C=C3)Cl)C(F)(F)F. Drug 2: C1=CN(C=N1)CC(O)(P(=O)(O)O)P(=O)(O)O. Cell line: HL-60(TB). Synergy scores: CSS=-17.9, Synergy_ZIP=8.92, Synergy_Bliss=-1.47, Synergy_Loewe=-17.4, Synergy_HSA=-21.1.